Task: Predict which catalyst facilitates the given reaction.. Dataset: Catalyst prediction with 721,799 reactions and 888 catalyst types from USPTO (1) Reactant: [C:1](O)(=[O:10])[CH:2]=[CH:3][C:4]1[CH:9]=[CH:8][CH:7]=[CH:6][CH:5]=1.[Br:12][C:13]1[CH:18]=[CH:17][C:16]([OH:19])=[CH:15][CH:14]=1.S(=O)(=O)(O)O.C1(C)C=CC=CC=1. Product: [Br:12][C:13]1[CH:18]=[C:17]2[C:16](=[CH:15][CH:14]=1)[O:19][C:1](=[O:10])[CH2:2][CH:3]2[C:4]1[CH:9]=[CH:8][CH:7]=[CH:6][CH:5]=1. The catalyst class is: 252. (2) Reactant: [CH2:1]([NH:8][C:9]1[CH:10]=[C:11]2[C:16](=[CH:17][CH:18]=1)[CH:15]=[C:14]([C:19]([O:21]CC1C=CC=CC=1)=[O:20])[CH:13]=[CH:12]2)[C:2]1[CH:7]=[CH:6][CH:5]=[CH:4][CH:3]=1.O.[OH-].[Li+]. Product: [CH2:1]([NH:8][C:9]1[CH:10]=[C:11]2[C:16](=[CH:17][CH:18]=1)[CH:15]=[C:14]([C:19]([OH:21])=[O:20])[CH:13]=[CH:12]2)[C:2]1[CH:3]=[CH:4][CH:5]=[CH:6][CH:7]=1. The catalyst class is: 738. (3) The catalyst class is: 4. Product: [Cl:18][C:12]1[CH:13]=[C:14]([CH3:17])[CH:15]=[CH:16][C:11]=1[C:9](=[O:10])[CH2:8][S:3][CH2:2][C:1]([O:5][CH3:6])=[O:4]. Reactant: [C:1]([O:5][CH3:6])(=[O:4])[CH2:2][SH:3].Br[CH2:8][C:9]([C:11]1[CH:16]=[CH:15][C:14]([CH3:17])=[CH:13][C:12]=1[Cl:18])=[O:10].CCN(CC)CC. (4) Reactant: [C:1]([C:5]1[CH:29]=[CH:28][C:8]([CH2:9][N:10]2[CH2:14][CH:13]([CH2:15][CH2:16][CH2:17][C:18]3[CH:23]=[CH:22][C:21]([OH:24])=[C:20]([CH3:25])[CH:19]=3)[N:12]([CH3:26])[C:11]2=[O:27])=[CH:7][CH:6]=1)([CH3:4])([CH3:3])[CH3:2].Br[C:31]([CH3:38])([CH3:37])[C:32]([O:34][CH2:35][CH3:36])=[O:33].C(=O)([O-])[O-].[K+].[K+]. Product: [CH2:35]([O:34][C:32](=[O:33])[C:31]([O:24][C:21]1[CH:22]=[CH:23][C:18]([CH2:17][CH2:16][CH2:15][CH:13]2[CH2:14][N:10]([CH2:9][C:8]3[CH:28]=[CH:29][C:5]([C:1]([CH3:4])([CH3:2])[CH3:3])=[CH:6][CH:7]=3)[C:11](=[O:27])[N:12]2[CH3:26])=[CH:19][C:20]=1[CH3:25])([CH3:38])[CH3:37])[CH3:36]. The catalyst class is: 39. (5) Reactant: [CH2:1]([O:3][C:4]1[CH:5]=[C:6]([CH2:13][CH:14]([NH2:16])[CH3:15])[CH:7]=[CH:8][C:9]=1[O:10][CH2:11]C)C.C(=O)([O-])[O-].[Na+].[Na+].C(N1[C:32](=[O:33])[C:31]2=[CH:34][CH:35]=[CH:36][CH:37]=[C:30]2[C:29]1=[O:38])(OCC)=O. Product: [C:29]1(=[O:38])[N:16]([CH:14]([CH2:13][C:6]2[CH:7]=[CH:8][C:9]([O:10][CH3:11])=[C:4]([O:3][CH3:1])[CH:5]=2)[CH3:15])[C:32](=[O:33])[C:31]2=[CH:34][CH:35]=[CH:36][CH:37]=[C:30]12. The catalyst class is: 192. (6) Reactant: [Cl:1][C:2]1[CH:7]=[CH:6][C:5]([F:8])=[CH:4][C:3]=1[N:9]1[CH2:13][CH:12]2[CH2:14][N:15]([C:17]3[CH2:21][CH:20]([C:22]([NH2:24])=[O:23])[O:19][N:18]=3)[CH2:16][CH:11]2[CH2:10]1.C1(C)C=CC=CC=1.II. Product: [Cl:1][C:2]1[CH:7]=[CH:6][C:5]([F:8])=[CH:4][C:3]=1[N:9]1[CH2:10][CH:11]2[CH2:16][N:15]([C:17]3[CH:21]=[C:20]([C:22]([NH2:24])=[O:23])[O:19][N:18]=3)[CH2:14][CH:12]2[CH2:13]1. The catalyst class is: 6. (7) Product: [F:34][C:28]1[CH:27]=[CH:26][C:25]([C:24]([F:23])([F:35])[F:36])=[CH:33][C:29]=1[C:30]([N:8]1[CH2:7][CH2:6][N:5]([C:9]([O:11][C:12]([CH3:15])([CH3:14])[CH3:13])=[O:10])[CH2:4][CH:3]1[CH2:2][OH:1])=[O:31]. Reactant: [OH:1][CH2:2][CH:3]1[NH:8][CH2:7][CH2:6][N:5]([C:9]([O:11][C:12]([CH3:15])([CH3:14])[CH3:13])=[O:10])[CH2:4]1.C(N(CC)CC)C.[F:23][C:24]([F:36])([F:35])[C:25]1[CH:26]=[CH:27][C:28]([F:34])=[C:29]([CH:33]=1)[C:30](Cl)=[O:31].O. The catalyst class is: 7. (8) Reactant: [CH3:1][CH2:2][CH2:3][CH2:4][NH:5][C:6]1[CH:7]=[CH:8][C:9]([C:12]([O:14][CH2:15][CH2:16][N:17]([CH3:19])[CH3:18])=[O:13])=[CH:10][CH:11]=1.Cl.[C@@H:21]1([O:52][P:53]([OH:56])([OH:55])=[O:54])[C@@H:26]([O:27][P:28]([OH:31])([OH:30])=[O:29])[C@H:25]([O:32][P:33]([OH:36])([OH:35])=[O:34])[C@@H:24]([O:37][P:38]([OH:41])([OH:40])=[O:39])[C@@H:23]([O:42][P:43]([OH:46])([OH:45])=[O:44])[C@H:22]1[O:47][P:48]([OH:51])([OH:50])=[O:49]. Product: [CH3:1][CH2:2][CH2:3][CH2:4][NH:5][C:6]1[CH:11]=[CH:10][C:9]([C:12]([O:14][CH2:15][CH2:16][N:17]([CH3:19])[CH3:18])=[O:13])=[CH:8][CH:7]=1.[CH:23]1([O:42][P:43]([OH:46])([OH:45])=[O:44])[CH:24]([O:37][P:38]([OH:40])([OH:41])=[O:39])[CH:25]([O:32][P:33]([OH:35])([OH:36])=[O:34])[CH:26]([O:27][P:28]([OH:31])([OH:30])=[O:29])[CH:21]([O:52][P:53]([OH:56])([OH:55])=[O:54])[CH:22]1[O:47][P:48]([OH:50])([OH:51])=[O:49]. The catalyst class is: 6. (9) Reactant: [NH2:1][C:2]1[CH:3]=[CH:4][C:5]([F:21])=[C:6]([C@:8]2([CH2:19][F:20])[CH2:13][C@@H:12]([C:14]([F:17])([F:16])[F:15])[O:11][C:10]([NH2:18])=[N:9]2)[CH:7]=1.[Cl:22][C:23]1[C:24]([C:31](O)=[O:32])=[N:25][CH:26]=[C:27]([C:29]#[N:30])[CH:28]=1.[Cl-].COC1N=C(OC)N=C([N+]2(C)CCOCC2)N=1. Product: [NH2:18][C:10]1[O:11][C@H:12]([C:14]([F:17])([F:15])[F:16])[CH2:13][C@:8]([C:6]2[CH:7]=[C:2]([NH:1][C:31]([C:24]3[C:23]([Cl:22])=[CH:28][C:27]([C:29]#[N:30])=[CH:26][N:25]=3)=[O:32])[CH:3]=[CH:4][C:5]=2[F:21])([CH2:19][F:20])[N:9]=1. The catalyst class is: 36.